This data is from Reaction yield outcomes from USPTO patents with 853,638 reactions. The task is: Predict the reaction yield, written as a fraction of the theoretical maximum amount of product (1.0 means a 100% yield; for example, 0.34 means a 34% yield). (1) The reactants are [CH:1]1[C:13]2[CH:12]([CH2:14][O:15][C:16]([NH:18][C@@H:19]([C:29]([OH:31])=[O:30])[CH2:20][O:21][CH2:22][C:23]3[CH:28]=[CH:27][CH:26]=[CH:25][CH:24]=3)=[O:17])[C:11]3[C:6](=[CH:7][CH:8]=[CH:9][CH:10]=3)[C:5]=2[CH:4]=[CH:3][CH:2]=1.C(O[C:36]([CH3:39])([CH3:38])[CH3:37])(=O)C.S(=O)(=O)(O)O. The catalyst is ClCCl. The product is [C:36]([O:30][C:29](=[O:31])[C@@H:19]([CH2:20][O:21][CH2:22][C:23]1[CH:24]=[CH:25][CH:26]=[CH:27][CH:28]=1)[NH:18][C:16]([O:15][CH2:14][CH:12]1[C:13]2[CH:1]=[CH:2][CH:3]=[CH:4][C:5]=2[C:6]2[C:11]1=[CH:10][CH:9]=[CH:8][CH:7]=2)=[O:17])([CH3:39])([CH3:38])[CH3:37]. The yield is 0.770. (2) The reactants are CS(O[CH2:6][CH2:7][CH2:8][C:9]1[C:17]2[C:12](=[CH:13][CH:14]=[C:15]([C:18]#[N:19])[CH:16]=2)[NH:11][CH:10]=1)(=O)=O.[CH3:20][O:21][C:22]1[C:23]([N:28]2[CH2:33][CH2:32][NH:31][CH2:30][CH2:29]2)=[N:24][CH:25]=[N:26][CH:27]=1.C(N(CC)C(C)C)(C)C. The catalyst is C(#N)C.C(Cl)(Cl)Cl. The product is [C:18]([C:15]1[CH:16]=[C:17]2[C:12](=[CH:13][CH:14]=1)[NH:11][CH:10]=[C:9]2[CH2:8][CH2:7][CH2:6][N:31]1[CH2:32][CH2:33][N:28]([C:23]2[C:22]([O:21][CH3:20])=[CH:27][N:26]=[CH:25][N:24]=2)[CH2:29][CH2:30]1)#[N:19]. The yield is 0.420.